Task: Predict the reactants needed to synthesize the given product.. Dataset: Full USPTO retrosynthesis dataset with 1.9M reactions from patents (1976-2016) Given the product [CH:9]1([NH:19][C:5](=[O:7])[CH:4]=[CH:3][CH:2]([CH3:1])[CH3:8])[C:18]2[C:13](=[CH:14][CH:15]=[CH:16][CH:17]=2)[CH2:12][CH2:11][CH2:10]1, predict the reactants needed to synthesize it. The reactants are: [CH3:1][CH:2]([CH3:8])[CH:3]=[CH:4][C:5]([OH:7])=O.[CH:9]1([NH2:19])[C:18]2[C:13](=[CH:14][CH:15]=[CH:16][CH:17]=2)[CH2:12][CH2:11][CH2:10]1.